This data is from Forward reaction prediction with 1.9M reactions from USPTO patents (1976-2016). The task is: Predict the product of the given reaction. (1) Given the reactants F[C:2]1[CH:7]=[C:6]([N:8]2[CH2:13][CH2:12][N:11]([CH:14]([C:16]3[CH:21]=[CH:20][C:19]([F:22])=[CH:18][CH:17]=3)[CH3:15])[CH2:10][CH2:9]2)[N:5]=[CH:4][N:3]=1.[C:23]1([OH:34])[C:32]2[CH:31]=[CH:30][CH:29]=[C:28]([OH:33])[C:27]=2[CH:26]=[CH:25][N:24]=1, predict the reaction product. The product is: [F:22][C:19]1[CH:20]=[CH:21][C:16]([CH:14]([N:11]2[CH2:12][CH2:13][N:8]([C:6]3[N:5]=[CH:4][N:3]=[C:2]([O:33][C:28]4[CH:29]=[CH:30][CH:31]=[C:32]5[C:27]=4[CH:26]=[CH:25][NH:24][C:23]5=[O:34])[CH:7]=3)[CH2:9][CH2:10]2)[CH3:15])=[CH:17][CH:18]=1. (2) Given the reactants C(O)(C(F)(F)F)=O.[CH3:8][C:9]([CH3:43])=[CH:10][C:11]1[N:12]([CH2:41][CH3:42])[C:13]([C:16]2[CH:21]=[CH:20][N:19]=[C:18]([NH:22][C:23]3[CH:28]=[CH:27][C:26]([S:29](=[O:40])(=[O:39])[N:30]([CH2:35][CH2:36][O:37][CH3:38])C(C)(C)C)=[CH:25][CH:24]=3)[N:17]=2)=[CH:14][N:15]=1.C1(OC)C=CC=CC=1, predict the reaction product. The product is: [CH3:8][C:9]([CH3:43])=[CH:10][C:11]1[N:12]([CH2:41][CH3:42])[C:13]([C:16]2[CH:21]=[CH:20][N:19]=[C:18]([NH:22][C:23]3[CH:24]=[CH:25][C:26]([S:29](=[O:39])(=[O:40])[NH:30][CH2:35][CH2:36][O:37][CH3:38])=[CH:27][CH:28]=3)[N:17]=2)=[CH:14][N:15]=1. (3) Given the reactants C[O:2][C:3]([C:5]1[N:6]=[CH:7][C:8]2[C:9](=[O:27])[N:10]([CH2:16][C:17]3[CH:22]=[CH:21][C:20]([O:23][CH3:24])=[CH:19][C:18]=3[O:25][CH3:26])[CH:11]=[CH:12][C:13]=2[C:14]=1[OH:15])=O.[CH3:28][NH2:29].O, predict the reaction product. The product is: [CH3:28][NH:29][C:3]([C:5]1[N:6]=[CH:7][C:8]2[C:9](=[O:27])[N:10]([CH2:16][C:17]3[CH:22]=[CH:21][C:20]([O:23][CH3:24])=[CH:19][C:18]=3[O:25][CH3:26])[CH:11]=[CH:12][C:13]=2[C:14]=1[OH:15])=[O:2]. (4) Given the reactants [Cl:1][C:2]1[CH:3]=[C:4]([CH:6]=[C:7]([Cl:20])[C:8]=1[S:9][C:10]1[CH:15]=[CH:14][C:13]([C:16]([F:19])([F:18])[F:17])=[CH:12][CH:11]=1)[NH2:5].[C:21](N1C=CN=C1)(N1C=CN=C1)=[S:22], predict the reaction product. The product is: [Cl:20][C:7]1[CH:6]=[C:4]([N:5]=[C:21]=[S:22])[CH:3]=[C:2]([Cl:1])[C:8]=1[S:9][C:10]1[CH:15]=[CH:14][C:13]([C:16]([F:17])([F:19])[F:18])=[CH:12][CH:11]=1. (5) Given the reactants Br[C:2]1[N:6]2[N:7]=[C:8]([C:11]3[CH:16]=[CH:15][C:14]([C:17]([N:19]4[CH2:24][CH2:23][N:22]([CH3:25])[CH2:21][CH2:20]4)=[O:18])=[CH:13][CH:12]=3)[CH:9]=[CH:10][C:5]2=[N:4][CH:3]=1.[NH:26]1[C:34]2[C:29](=[CH:30][C:31](B(O)O)=[CH:32][CH:33]=2)[CH:28]=[N:27]1.C([O-])([O-])=O.[Cs+].[Cs+], predict the reaction product. The product is: [NH:26]1[C:34]2[C:29](=[CH:30][C:31]([C:2]3[N:6]4[N:7]=[C:8]([C:11]5[CH:16]=[CH:15][C:14]([C:17]([N:19]6[CH2:20][CH2:21][N:22]([CH3:25])[CH2:23][CH2:24]6)=[O:18])=[CH:13][CH:12]=5)[CH:9]=[CH:10][C:5]4=[N:4][CH:3]=3)=[CH:32][CH:33]=2)[CH:28]=[N:27]1. (6) Given the reactants [Cl:1][C:2]1[CH:7]=[CH:6][C:5]([C:8]2[N:12]([CH2:13][C:14]([O:16]CC)=[O:15])[C:11](=[O:19])[N:10]([CH2:20][C:21]([NH:23][C:24]([CH3:36])([C:26]3[CH:31]=[CH:30][CH:29]=[C:28]([C:32]([F:35])([F:34])[F:33])[CH:27]=3)[CH3:25])=[O:22])[N:9]=2)=[CH:4][CH:3]=1.[OH-].[Li+], predict the reaction product. The product is: [Cl:1][C:2]1[CH:7]=[CH:6][C:5]([C:8]2[N:12]([CH2:13][C:14]([OH:16])=[O:15])[C:11](=[O:19])[N:10]([CH2:20][C:21]([NH:23][C:24]([CH3:36])([C:26]3[CH:31]=[CH:30][CH:29]=[C:28]([C:32]([F:33])([F:34])[F:35])[CH:27]=3)[CH3:25])=[O:22])[N:9]=2)=[CH:4][CH:3]=1.